This data is from Merck oncology drug combination screen with 23,052 pairs across 39 cell lines. The task is: Regression. Given two drug SMILES strings and cell line genomic features, predict the synergy score measuring deviation from expected non-interaction effect. (1) Drug 1: CN(Cc1cnc2nc(N)nc(N)c2n1)c1ccc(C(=O)NC(CCC(=O)O)C(=O)O)cc1. Drug 2: COC1=C2CC(C)CC(OC)C(O)C(C)C=C(C)C(OC(N)=O)C(OC)C=CC=C(C)C(=O)NC(=CC1=O)C2=O. Cell line: EFM192B. Synergy scores: synergy=-0.715. (2) Drug 1: CCC1(O)CC2CN(CCc3c([nH]c4ccccc34)C(C(=O)OC)(c3cc4c(cc3OC)N(C)C3C(O)(C(=O)OC)C(OC(C)=O)C5(CC)C=CCN6CCC43C65)C2)C1. Drug 2: CC(C)CC(NC(=O)C(Cc1ccccc1)NC(=O)c1cnccn1)B(O)O. Cell line: KPL1. Synergy scores: synergy=9.00. (3) Drug 1: Cc1nc(Nc2ncc(C(=O)Nc3c(C)cccc3Cl)s2)cc(N2CCN(CCO)CC2)n1. Drug 2: Cn1cc(-c2cnn3c(N)c(Br)c(C4CCCNC4)nc23)cn1. Cell line: DLD1. Synergy scores: synergy=24.0. (4) Drug 1: C=CCn1c(=O)c2cnc(Nc3ccc(N4CCN(C)CC4)cc3)nc2n1-c1cccc(C(C)(C)O)n1. Drug 2: CCC1(O)C(=O)OCc2c1cc1n(c2=O)Cc2cc3c(CN(C)C)c(O)ccc3nc2-1. Cell line: SKOV3. Synergy scores: synergy=7.65. (5) Synergy scores: synergy=6.06. Drug 2: CNC(=O)c1cc(Oc2ccc(NC(=O)Nc3ccc(Cl)c(C(F)(F)F)c3)cc2)ccn1. Cell line: HT144. Drug 1: COc1cc(C2c3cc4c(cc3C(OC3OC5COC(C)OC5C(O)C3O)C3COC(=O)C23)OCO4)cc(OC)c1O. (6) Drug 1: CN1C(=O)C=CC2(C)C3CCC4(C)C(NC(=O)OCC(F)(F)F)CCC4C3CCC12. Drug 2: COc1cccc2c1C(=O)c1c(O)c3c(c(O)c1C2=O)CC(O)(C(=O)CO)CC3OC1CC(N)C(O)C(C)O1. Cell line: RKO. Synergy scores: synergy=13.8. (7) Drug 1: COC1CC2CCC(C)C(O)(O2)C(=O)C(=O)N2CCCCC2C(=O)OC(C(C)CC2CCC(OP(C)(C)=O)C(OC)C2)CC(=O)C(C)C=C(C)C(O)C(OC)C(=O)C(C)CC(C)C=CC=CC=C1C. Drug 2: CCc1cnn2c(NCc3ccc[n+]([O-])c3)cc(N3CCCCC3CCO)nc12. Cell line: SKMES1. Synergy scores: synergy=2.70.